Dataset: NCI-60 drug combinations with 297,098 pairs across 59 cell lines. Task: Regression. Given two drug SMILES strings and cell line genomic features, predict the synergy score measuring deviation from expected non-interaction effect. (1) Drug 1: COC1=CC(=CC(=C1O)OC)C2C3C(COC3=O)C(C4=CC5=C(C=C24)OCO5)OC6C(C(C7C(O6)COC(O7)C8=CC=CS8)O)O. Drug 2: CCC1(C2=C(COC1=O)C(=O)N3CC4=CC5=C(C=CC(=C5CN(C)C)O)N=C4C3=C2)O.Cl. Cell line: T-47D. Synergy scores: CSS=38.1, Synergy_ZIP=-11.9, Synergy_Bliss=-1.56, Synergy_Loewe=-0.782, Synergy_HSA=0.484. (2) Drug 1: CC1=C2C(C(=O)C3(C(CC4C(C3C(C(C2(C)C)(CC1OC(=O)C(C(C5=CC=CC=C5)NC(=O)OC(C)(C)C)O)O)OC(=O)C6=CC=CC=C6)(CO4)OC(=O)C)OC)C)OC. Synergy scores: CSS=48.1, Synergy_ZIP=2.58, Synergy_Bliss=-0.445, Synergy_Loewe=-36.2, Synergy_HSA=-0.470. Drug 2: CCCS(=O)(=O)NC1=C(C(=C(C=C1)F)C(=O)C2=CNC3=C2C=C(C=N3)C4=CC=C(C=C4)Cl)F. Cell line: HCT116. (3) Drug 1: CC1OCC2C(O1)C(C(C(O2)OC3C4COC(=O)C4C(C5=CC6=C(C=C35)OCO6)C7=CC(=C(C(=C7)OC)O)OC)O)O. Drug 2: CCC1(CC2CC(C3=C(CCN(C2)C1)C4=CC=CC=C4N3)(C5=C(C=C6C(=C5)C78CCN9C7C(C=CC9)(C(C(C8N6C=O)(C(=O)OC)O)OC(=O)C)CC)OC)C(=O)OC)O.OS(=O)(=O)O. Cell line: MOLT-4. Synergy scores: CSS=90.7, Synergy_ZIP=7.92, Synergy_Bliss=7.93, Synergy_Loewe=0.907, Synergy_HSA=7.87. (4) Drug 1: CC(CN1CC(=O)NC(=O)C1)N2CC(=O)NC(=O)C2. Drug 2: CC1=C2C(C(=O)C3(C(CC4C(C3C(C(C2(C)C)(CC1OC(=O)C(C(C5=CC=CC=C5)NC(=O)OC(C)(C)C)O)O)OC(=O)C6=CC=CC=C6)(CO4)OC(=O)C)O)C)O. Cell line: CCRF-CEM. Synergy scores: CSS=68.7, Synergy_ZIP=-8.26, Synergy_Bliss=-8.19, Synergy_Loewe=-7.57, Synergy_HSA=-7.03.